Dataset: Reaction yield outcomes from USPTO patents with 853,638 reactions. Task: Predict the reaction yield, written as a fraction of the theoretical maximum amount of product (1.0 means a 100% yield; for example, 0.34 means a 34% yield). (1) The yield is 0.340. The catalyst is CO. The reactants are [CH3:1][O:2][C:3]1[C:8]2[N:9]=[C:10]([NH:12][C:13]([C:15]3[S:16][C:17]([CH3:20])=[CH:18][CH:19]=3)=[O:14])[S:11][C:7]=2[C:6]([N:21]2[CH2:26][CH2:25][NH:24][CH2:23][CH2:22]2)=[CH:5][CH:4]=1.[CH:27](O)=O.C=O. The product is [CH3:1][O:2][C:3]1[C:8]2[N:9]=[C:10]([NH:12][C:13]([C:15]3[S:16][C:17]([CH3:20])=[CH:18][CH:19]=3)=[O:14])[S:11][C:7]=2[C:6]([N:21]2[CH2:22][CH2:23][N:24]([CH3:27])[CH2:25][CH2:26]2)=[CH:5][CH:4]=1. (2) The reactants are C(=O)([O-])[O-].[Na+].[Na+].O.CC1(C)C(C)(C)OB([C:16]2[CH:17]=[C:18]3[C:23](=[CH:24][CH:25]=2)[O:22][CH2:21][CH2:20][CH2:19]3)O1.Br[C:28]1[S:32][C:31]([CH3:33])=[N:30][C:29]=1[CH:34]([O:39][C:40]([CH3:43])([CH3:42])[CH3:41])[C:35]([O:37][CH3:38])=[O:36]. The catalyst is CN(C)C=O.C1(P(C2C=CC=CC=2)C2C=CC=CC=2)C=CC=CC=1.C1(P(C2C=CC=CC=2)C2C=CC=CC=2)C=CC=CC=1.C1(P(C2C=CC=CC=2)C2C=CC=CC=2)C=CC=CC=1.C1(P(C2C=CC=CC=2)C2C=CC=CC=2)C=CC=CC=1.[Pd]. The product is [C:40]([O:39][CH:34]([C:29]1[N:30]=[C:31]([CH3:33])[S:32][C:28]=1[C:16]1[CH:25]=[CH:24][C:23]2[O:22][CH2:21][CH2:20][CH2:19][C:18]=2[CH:17]=1)[C:35]([O:37][CH3:38])=[O:36])([CH3:43])([CH3:42])[CH3:41]. The yield is 0.610. (3) The reactants are O1CCCCC1[O:7][CH2:8][CH2:9]/[CH:10]=[CH:11]/[C:12]1[C:21]2[C:20]([NH2:22])=[N:19][S:18](=[O:24])(=[O:23])[NH:17][C:16]=2[CH:15]=[CH:14][CH:13]=1.CC(O)=O.O. The catalyst is C1COCC1. The product is [NH2:22][C:20]1[C:21]2[C:12](/[CH:11]=[CH:10]/[CH2:9][CH2:8][OH:7])=[CH:13][CH:14]=[CH:15][C:16]=2[NH:17][S:18](=[O:24])(=[O:23])[N:19]=1. The yield is 0.800. (4) The reactants are [NH2:1][C:2]1[CH:11]=[CH:10][C:5]([C:6]([O:8][CH3:9])=[O:7])=[C:4]([O:12][CH3:13])[CH:3]=1.[N:14]#[C:15][NH2:16].[N+:17]([O-:20])([OH:19])=[O:18]. The catalyst is CO. The product is [N+:17]([O-:20])([OH:19])=[O:18].[NH2:16][C:15]([NH:1][C:2]1[CH:11]=[CH:10][C:5]([C:6]([O:8][CH3:9])=[O:7])=[C:4]([O:12][CH3:13])[CH:3]=1)=[NH:14]. The yield is 0.500. (5) The reactants are [BH4-].[Na+].[Br:3][C:4]1[CH:5]=[C:6]([CH:10]=[O:11])[CH:7]=[N:8][CH:9]=1. The catalyst is CO.CCOC(C)=O. The product is [Br:3][C:4]1[CH:5]=[C:6]([CH2:10][OH:11])[CH:7]=[N:8][CH:9]=1. The yield is 0.950. (6) The reactants are [CH:1]1([CH2:4][O:5][NH:6][C:7]([C:9]2[C:24]([NH:25][C:26]3[CH:31]=[CH:30][C:29]([Br:32])=[CH:28][C:27]=3[CH3:33])=[C:23]([F:34])[C:12]3[N:13]=[CH:14][N:15]([CH2:16][CH2:17][CH2:18][CH:19]([OH:22])CO)[C:11]=3[CH:10]=2)=[O:8])[CH2:3][CH2:2]1.C1COCC1.P([O-])([O-])([O-])=O.I([O-])(=O)(=O)=O.[Na+]. The catalyst is C(OCC)(=O)C. The product is [CH:1]1([CH2:4][O:5][NH:6][C:7]([C:9]2[C:24]([NH:25][C:26]3[CH:31]=[CH:30][C:29]([Br:32])=[CH:28][C:27]=3[CH3:33])=[C:23]([F:34])[C:12]3[N:13]=[CH:14][N:15]([CH2:16][CH2:17][CH2:18][CH:19]=[O:22])[C:11]=3[CH:10]=2)=[O:8])[CH2:3][CH2:2]1. The yield is 0.820. (7) The reactants are [Br:1][C:2]1[CH:3]=[C:4]([C:16]([NH:18][CH2:19][C:20]2[C:21](=[O:29])[NH:22][C:23]([CH3:28])=[CH:24][C:25]=2[CH2:26]O)=[O:17])[C:5]2[CH:6]=[N:7][N:8]([CH:11]3[CH2:15][CH2:14][CH2:13][CH2:12]3)[C:9]=2[CH:10]=1.C1(P(C2C=CC=CC=2)C2C=CC=CC=2)C=CC=CC=1.C(Br)(Br)(Br)[Br:50]. The catalyst is C(Cl)Cl. The product is [Br:1][C:2]1[CH:3]=[C:4]([C:16]([NH:18][CH2:19][C:20]2[C:21](=[O:29])[NH:22][C:23]([CH3:28])=[CH:24][C:25]=2[CH2:26][Br:50])=[O:17])[C:5]2[CH:6]=[N:7][N:8]([CH:11]3[CH2:15][CH2:14][CH2:13][CH2:12]3)[C:9]=2[CH:10]=1. The yield is 0.588. (8) The reactants are [CH3:1][C:2]1([CH3:10])[O:9][C:7](=[O:8])[CH2:6][C:4](=[O:5])[O:3]1.[C:11]([O:15][C:16]([N:18]1[CH2:23][CH2:22][CH:21]([CH2:24][CH:25]=O)[CH2:20][CH2:19]1)=[O:17])([CH3:14])([CH3:13])[CH3:12].C(O)(=O)C.N1CCCCC1.[BH4-].[Na+].Cl. The catalyst is ClCCl.COC(C)(C)C. The product is [C:11]([O:15][C:16]([N:18]1[CH2:23][CH2:22][CH:21]([CH2:24][CH2:25][CH:6]2[C:7](=[O:8])[O:9][C:2]([CH3:10])([CH3:1])[O:3][C:4]2=[O:5])[CH2:20][CH2:19]1)=[O:17])([CH3:14])([CH3:13])[CH3:12]. The yield is 0.650. (9) The reactants are COC[N:4]1[C:12]2[C:7](=[C:8]([CH3:23])[CH:9]=[CH:10][C:11]=2[N:13]([CH3:22])[S:14]([C:17]2[S:18][CH:19]=[CH:20][CH:21]=2)(=[O:16])=[O:15])[CH:6]=[C:5]1[C:24]([O:26]CC)=[O:25].Cl.O1CCCC1. The catalyst is C(O)C. The product is [CH3:23][C:8]1[CH:9]=[CH:10][C:11]([N:13]([CH3:22])[S:14]([C:17]2[S:18][CH:19]=[CH:20][CH:21]=2)(=[O:15])=[O:16])=[C:12]2[C:7]=1[CH:6]=[C:5]([C:24]([OH:26])=[O:25])[NH:4]2. The yield is 0.990.